From a dataset of Human liver microsome stability data. Regression/Classification. Given a drug SMILES string, predict its absorption, distribution, metabolism, or excretion properties. Task type varies by dataset: regression for continuous measurements (e.g., permeability, clearance, half-life) or binary classification for categorical outcomes (e.g., BBB penetration, CYP inhibition). Dataset: hlm. (1) The drug is Nc1nccc(Oc2ccc(Nc3nccc4ncc(-c5ccc(F)cc5)c(O)c34)cc2F)c1Cl. The result is 0 (unstable in human liver microsomes). (2) The molecule is CN(C)CCNC(=O)c1cccn2c(=O)c3cc4ccccc4cc3nc12. The result is 0 (unstable in human liver microsomes). (3) The drug is C=C[C@@H]1C[C@]1(NC(=O)[C@@H]1C[C@@H](Oc2cc(OCC)nc3c(Br)c(OC)ccc23)CN1C(=O)[C@@H](CC(=O)NC(C)(C)C)C(C)(C)C)C(=O)NS(=O)(=O)C1CC1. The result is 0 (unstable in human liver microsomes). (4) The compound is O=C(NCCC(c1ccc(F)cc1)c1ccc(F)cc1)c1ccc(O)nc1. The result is 0 (unstable in human liver microsomes). (5) The result is 1 (stable in human liver microsomes). The molecule is CC(C)CCn1nc(-c2cccs2)c(O)c(C2=NS(=O)(=O)c3cc(S(C)(=O)=O)ccc3N2)c1=O.